From a dataset of Peptide-MHC class I binding affinity with 185,985 pairs from IEDB/IMGT. Regression. Given a peptide amino acid sequence and an MHC pseudo amino acid sequence, predict their binding affinity value. This is MHC class I binding data. The peptide sequence is FEDQLLPFMS. The MHC is HLA-B18:01 with pseudo-sequence HLA-B18:01. The binding affinity (normalized) is 0.214.